From a dataset of CYP3A4 inhibition data for predicting drug metabolism from PubChem BioAssay. Regression/Classification. Given a drug SMILES string, predict its absorption, distribution, metabolism, or excretion properties. Task type varies by dataset: regression for continuous measurements (e.g., permeability, clearance, half-life) or binary classification for categorical outcomes (e.g., BBB penetration, CYP inhibition). Dataset: cyp3a4_veith. The molecule is O=C1OC2(c3ccc(O)cc3Oc3cc(O)ccc32)c2c1c(-c1ccccc1)c(-c1ccccc1)c(-c1ccccc1)c2-c1ccccc1. The result is 0 (non-inhibitor).